From a dataset of Reaction yield outcomes from USPTO patents with 853,638 reactions. Predict the reaction yield, written as a fraction of the theoretical maximum amount of product (1.0 means a 100% yield; for example, 0.34 means a 34% yield). (1) The reactants are [CH3:1][O:2][C:3]1[CH:4]=[C:5]2[C:10](=[CH:11][C:12]=1[O:13][CH3:14])[N:9]=[CH:8][CH:7]=[C:6]2[O:15][C:16]1[CH:22]=[CH:21][C:19]([NH2:20])=[C:18]([C:23]([F:26])([F:25])[F:24])[CH:17]=1.C(N(CC)CC)C.ClC(Cl)(O[C:38](=[O:44])OC(Cl)(Cl)Cl)Cl.[F:46][C:47]1[CH:52]=[CH:51][C:50]([C@@H:53]([NH2:55])[CH3:54])=[CH:49][CH:48]=1. The catalyst is C(Cl)(Cl)Cl. The product is [CH3:1][O:2][C:3]1[CH:4]=[C:5]2[C:10](=[CH:11][C:12]=1[O:13][CH3:14])[N:9]=[CH:8][CH:7]=[C:6]2[O:15][C:16]1[CH:22]=[CH:21][C:19]([NH:20][C:38]([NH:55][C@H:53]([C:50]2[CH:51]=[CH:52][C:47]([F:46])=[CH:48][CH:49]=2)[CH3:54])=[O:44])=[C:18]([C:23]([F:25])([F:26])[F:24])[CH:17]=1. The yield is 0.200. (2) The reactants are [CH:1]1([NH2:7])[CH2:6][CH2:5][CH2:4][CH2:3][CH2:2]1.CC1(C)[O:16][C:15](=O)[C:12]2([CH2:14][CH2:13]2)[C:11](=[O:18])[O:10]1. The catalyst is C(#N)C. The product is [CH:1]1([N:7]2[CH2:14][CH2:13][CH:12]([C:11]([OH:18])=[O:10])[C:15]2=[O:16])[CH2:6][CH2:5][CH2:4][CH2:3][CH2:2]1. The yield is 0.660. (3) The reactants are [CH3:1][O:2][C:3]1[CH:12]=[CH:11][C:10]2[C:5](=[CH:6][CH:7]=[CH:8][CH:9]=2)[C:4]=1[CH2:13][N:14]1[C:20](=[O:21])[C@@H:19]([NH:22][C:23](=[O:35])[C@@H:24]([N:26]([CH3:34])[C:27](=[O:33])[O:28][C:29]([CH3:32])([CH3:31])[CH3:30])[CH3:25])[CH2:18][N:17]([C:36](=[O:46])[C:37]2[CH:42]=[CH:41][C:40]([N+:43]([O-])=O)=[CH:39][CH:38]=2)[C:16]2[CH:47]=[CH:48][CH:49]=[CH:50][C:15]1=2.O.O.[Sn](Cl)Cl. The catalyst is CCO. The product is [NH2:43][C:40]1[CH:41]=[CH:42][C:37]([C:36]([N:17]2[CH2:18][C@H:19]([NH:22][C:23](=[O:35])[C@@H:24]([N:26]([CH3:34])[C:27](=[O:33])[O:28][C:29]([CH3:30])([CH3:32])[CH3:31])[CH3:25])[C:20](=[O:21])[N:14]([CH2:13][C:4]3[C:5]4[C:10](=[CH:9][CH:8]=[CH:7][CH:6]=4)[CH:11]=[CH:12][C:3]=3[O:2][CH3:1])[C:15]3[CH:50]=[CH:49][CH:48]=[CH:47][C:16]2=3)=[O:46])=[CH:38][CH:39]=1. The yield is 0.870.